Dataset: Forward reaction prediction with 1.9M reactions from USPTO patents (1976-2016). Task: Predict the product of the given reaction. (1) Given the reactants [CH3:16][C:11]1([CH3:17])[C:12]([CH3:15])([CH3:14])[O:13][B:9]([B:9]2[O:13][C:12]([CH3:15])([CH3:14])[C:11]([CH3:17])([CH3:16])[O:10]2)[O:10]1.Br[C:20]1[CH:21]=[C:22]([NH:26][C:27]([CH:29]2[CH2:31][CH2:30]2)=[O:28])[CH:23]=[CH:24][CH:25]=1.C([O-])(=O)C.[K+], predict the reaction product. The product is: [CH3:15][C:12]1([CH3:14])[C:11]([CH3:16])([CH3:17])[O:10][B:9]([C:24]2[CH:23]=[C:22]([NH:26][C:27]([CH:29]3[CH2:30][CH2:31]3)=[O:28])[CH:21]=[CH:20][CH:25]=2)[O:13]1. (2) Given the reactants C(OC([N:11]1[CH2:16][CH2:15][N:14]([C:17]2[CH:22]=[CH:21][CH:20]=[C:19]([C:23]3[CH:24]=[N:25][N:26]4[C:31]([NH2:32])=[C:30]([C:33]5[CH:38]=[CH:37][C:36]([NH:39][C:40]([O:42][CH2:43][CH2:44][CH2:45][CH3:46])=[O:41])=[CH:35][CH:34]=5)[CH:29]=[N:28][C:27]=34)[CH:18]=2)[CH2:13][CH2:12]1)=O)C1C=CC=CC=1, predict the reaction product. The product is: [CH2:43]([O:42][C:40](=[O:41])[NH:39][C:36]1[CH:37]=[CH:38][C:33]([C:30]2[CH:29]=[N:28][C:27]3[N:26]([N:25]=[CH:24][C:23]=3[C:19]3[CH:20]=[CH:21][CH:22]=[C:17]([N:14]4[CH2:15][CH2:16][NH:11][CH2:12][CH2:13]4)[CH:18]=3)[C:31]=2[NH2:32])=[CH:34][CH:35]=1)[CH2:44][CH2:45][CH3:46]. (3) Given the reactants Cl[C:2]1[C:3]2[C:4](=[CH:13][N:14](CC3C=CC(OC)=CC=3)[N:15]=2)[N:5]=[C:6]([C:8]2[CH:12]=[CH:11][S:10][CH:9]=2)[N:7]=1.[CH3:25][O:26][C:27]1[CH:28]=[C:29]([CH:31]=[CH:32][C:33]=1[O:34][CH3:35])[NH2:30].Cl, predict the reaction product. The product is: [CH3:25][O:26][C:27]1[CH:28]=[C:29]([NH:30][C:2]2[C:3]3[NH:15][N:14]=[CH:13][C:4]=3[N:5]=[C:6]([C:8]3[CH:12]=[CH:11][S:10][CH:9]=3)[N:7]=2)[CH:31]=[CH:32][C:33]=1[O:34][CH3:35]. (4) Given the reactants [CH3:1][C:2]1[CH:7]=[C:6]([CH3:8])[C:5]([S:9][CH2:10][C:11]([F:14])([F:13])[F:12])=[CH:4][C:3]=1[OH:15].ClC1C=CC=C(C(OO)=[O:24])C=1.S([O-])([O-])(=O)=S.[Na+].[Na+], predict the reaction product. The product is: [CH3:1][C:2]1[CH:7]=[C:6]([CH3:8])[C:5]([S:9]([CH2:10][C:11]([F:14])([F:13])[F:12])=[O:24])=[CH:4][C:3]=1[OH:15].